From a dataset of Catalyst prediction with 721,799 reactions and 888 catalyst types from USPTO. Predict which catalyst facilitates the given reaction. (1) Product: [CH3:1][O:2][C:3]1[CH2:8][CH:7]=[C:6]([C:9]([OH:12])([CH3:10])[CH3:11])[CH2:5][CH:4]=1. The catalyst class is: 1. Reactant: [CH3:1][O:2][C:3]1[CH:8]=[CH:7][C:6]([C:9]([OH:12])([CH3:11])[CH3:10])=[CH:5][CH:4]=1.C(O)(C)(C)C.[Li].N. (2) Reactant: [Cl:1][C:2]1[C:7](I)=[C:6]([CH3:9])[N:5]=[C:4]([NH2:10])[N:3]=1.[C:11]([C:13]1[CH:14]=[C:15]([OH:19])[CH:16]=[CH:17][CH:18]=1)#[CH:12].C(N(CC)CC)C. Product: [NH2:10][C:4]1[N:3]=[C:2]([Cl:1])[C:7]([C:12]#[C:11][C:13]2[CH:14]=[C:15]([OH:19])[CH:16]=[CH:17][CH:18]=2)=[C:6]([CH3:9])[N:5]=1. The catalyst class is: 233. (3) Reactant: [Si]([O:8][CH2:9][CH:10]([CH2:35][O:36][CH2:37][CH2:38][CH2:39][CH2:40][CH2:41][CH2:42][CH2:43][CH2:44][CH2:45][CH2:46][CH2:47][CH2:48][CH2:49][CH2:50][CH2:51][CH3:52])[O:11][C:12](=[O:34])[CH:13]=[CH:14][CH:15]=[CH:16][CH:17]=[CH:18][CH:19]=[CH:20][CH:21]=[CH:22][CH:23]=[CH:24][CH2:25][CH2:26][CH2:27][CH2:28][CH2:29][CH2:30][CH2:31][CH2:32][CH3:33])(C(C)(C)C)(C)C.C(O)(=O)C.CCCC[N+](CCCC)(CCCC)CCCC.[F-].O. Product: [C:12]([O:11][CH:10]([CH2:9][OH:8])[CH2:35][O:36][CH2:37][CH2:38][CH2:39][CH2:40][CH2:41][CH2:42][CH2:43][CH2:44][CH2:45][CH2:46][CH2:47][CH2:48][CH2:49][CH2:50][CH2:51][CH3:52])(=[O:34])/[CH:13]=[CH:14]\[CH:15]=[CH:16][CH:17]=[CH:18][CH:19]=[CH:20][CH:21]=[CH:22][CH:23]=[CH:24][CH2:25][CH2:26][CH2:27][CH2:28][CH2:29][CH2:30][CH2:31][CH2:32][CH3:33]. The catalyst class is: 1. (4) Reactant: [CH:1]([O:4][C:5]([N:7]1[CH2:11][CH2:10][CH:9]([O:12][C@@H:13]([C:15]2[N:19]=[C:18]([C:20]3[CH:21]=[N:22][C:23](Cl)=[N:24][CH:25]=3)[O:17][N:16]=2)[CH3:14])[CH2:8]1)=[O:6])([CH3:3])[CH3:2].C(OC(=O)[NH:33][C@@H:34]1[C@@H:38]([C:39]2[CH:44]=[C:43]([F:45])[CH:42]=[CH:41][C:40]=2[F:46])[CH2:37][NH:36][CH2:35]1)(C)(C)C. Product: [CH:1]([O:4][C:5]([N:7]1[CH2:11][CH2:10][C@H:9]([O:12][C@@H:13]([C:15]2[N:19]=[C:18]([C:20]3[CH:21]=[N:22][C:23]([N:36]4[CH2:37][C@H:38]([C:39]5[CH:44]=[C:43]([F:45])[CH:42]=[CH:41][C:40]=5[F:46])[C@@H:34]([NH2:33])[CH2:35]4)=[N:24][CH:25]=3)[O:17][N:16]=2)[CH3:14])[CH2:8]1)=[O:6])([CH3:3])[CH3:2]. The catalyst class is: 301. (5) Reactant: [NH2:1][C:2]1[CH:7]=[CH:6][C:5]([C:8]2[CH:16]=[CH:15][C:11]([C:12]([NH2:14])=[O:13])=[C:10]([C:17]3[CH:22]=[CH:21][C:20]([O:23][C:24]4[CH:29]=[CH:28][CH:27]=[CH:26][CH:25]=4)=[CH:19][CH:18]=3)[N:9]=2)=[CH:4][CH:3]=1.[O:30](C1C=CC(C2N=C(C3CCNC3)C=CC=2C(N)=O)=CC=1)[C:31]1C=CC=[CH:33][CH:32]=1. Product: [C:31]([NH:1][C:2]1[CH:3]=[CH:4][C:5]([C:8]2[CH:16]=[CH:15][C:11]([C:12]([NH2:14])=[O:13])=[C:10]([C:17]3[CH:22]=[CH:21][C:20]([O:23][C:24]4[CH:25]=[CH:26][CH:27]=[CH:28][CH:29]=4)=[CH:19][CH:18]=3)[N:9]=2)=[CH:6][CH:7]=1)(=[O:30])[CH:32]=[CH2:33]. The catalyst class is: 2. (6) Reactant: C(OC(=O)[NH:7][C@H:8]([C:10]1[CH:15]=[CH:14][C:13]([CH:16]2[CH2:18][CH2:17]2)=[CH:12][N:11]=1)[CH3:9])(C)(C)C.[ClH:20].O1CCOCC1. Product: [ClH:20].[CH:16]1([C:13]2[CH:14]=[CH:15][C:10]([C@@H:8]([NH2:7])[CH3:9])=[N:11][CH:12]=2)[CH2:18][CH2:17]1. The catalyst class is: 2. (7) Reactant: [O:1]1[C:5]2([CH2:10][CH2:9][CH:8]([OH:11])[CH2:7][CH2:6]2)[O:4][CH2:3][CH2:2]1.[H-].[Na+].[Cl:14][C:15]1[C:24](F)=[CH:23][CH:22]=[C:21]2[C:16]=1[CH:17]=[CH:18][N:19]=[CH:20]2. Product: [Cl:14][C:15]1[C:24]([O:11][CH:8]2[CH2:9][CH2:10][C:5]3([O:4][CH2:3][CH2:2][O:1]3)[CH2:6][CH2:7]2)=[CH:23][CH:22]=[C:21]2[C:16]=1[CH:17]=[CH:18][N:19]=[CH:20]2. The catalyst class is: 3. (8) Reactant: [F:1][C:2]1[N:7]2[CH:8]=[C:9]([CH:11]=[O:12])[N:10]=[C:6]2[CH:5]=[CH:4][CH:3]=1.[BH4-].[Na+]. Product: [F:1][C:2]1[N:7]2[CH:8]=[C:9]([CH2:11][OH:12])[N:10]=[C:6]2[CH:5]=[CH:4][CH:3]=1. The catalyst class is: 5. (9) Reactant: [CH3:1][C:2]1[C:7]([CH3:8])=[CH:6][CH:5]=[C:4]([N+:9]([O-])=O)[C:3]=1[C:12]1[C:17]([N+:18]([O-])=O)=[CH:16][CH:15]=[C:14]([CH3:21])[C:13]=1[CH3:22]. Product: [CH3:8][C:7]1[C:2]([CH3:1])=[C:3]([C:12]2[C:17]([NH2:18])=[CH:16][CH:15]=[C:14]([CH3:21])[C:13]=2[CH3:22])[C:4]([NH2:9])=[CH:5][CH:6]=1. The catalyst class is: 19. (10) Reactant: Cl[C:2]1[CH:18]=[C:17]([CH:19]([CH3:21])[CH3:20])[C:5]([C:6]([NH:8][CH2:9][C:10]2[CH:15]=[CH:14][C:13]([F:16])=[CH:12][CH:11]=2)=[O:7])=[CH:4][N:3]=1.[Cl:22][C:23]1[CH:24]=[C:25]([CH:27]=[CH:28][C:29]=1[F:30])[NH2:26].CS(O)(=O)=O. Product: [Cl:22][C:23]1[CH:24]=[C:25]([NH:26][C:2]2[CH:18]=[C:17]([CH:19]([CH3:21])[CH3:20])[C:5]([C:6]([NH:8][CH2:9][C:10]3[CH:15]=[CH:14][C:13]([F:16])=[CH:12][CH:11]=3)=[O:7])=[CH:4][N:3]=2)[CH:27]=[CH:28][C:29]=1[F:30]. The catalyst class is: 12.